Dataset: Forward reaction prediction with 1.9M reactions from USPTO patents (1976-2016). Task: Predict the product of the given reaction. (1) Given the reactants Cl[C:2]1[N:7]=[C:6]([NH:8][C:9]2[CH:18]=[CH:17][CH:16]=[CH:15][C:10]=2[C:11]([NH:13][CH3:14])=[O:12])[C:5]([C:19]([F:22])([F:21])[F:20])=[CH:4][N:3]=1.[CH2:23]([O:25][P:26]([CH2:31][C:32]1[CH:37]=[CH:36][C:35]([NH2:38])=[C:34]([O:39][CH3:40])[CH:33]=1)(=[O:30])[O:27][CH2:28][CH3:29])[CH3:24], predict the reaction product. The product is: [CH2:28]([O:27][P:26]([CH2:31][C:32]1[CH:37]=[CH:36][C:35]([NH:38][C:2]2[N:7]=[C:6]([NH:8][C:9]3[CH:18]=[CH:17][CH:16]=[CH:15][C:10]=3[C:11](=[O:12])[NH:13][CH3:14])[C:5]([C:19]([F:22])([F:21])[F:20])=[CH:4][N:3]=2)=[C:34]([O:39][CH3:40])[CH:33]=1)(=[O:30])[O:25][CH2:23][CH3:24])[CH3:29]. (2) Given the reactants C([O:8][C:9]1[C:14]([C:15]([O:17][CH3:18])=[O:16])=[CH:13][C:12]([C:19]([O:21][CH3:22])=[O:20])=[C:11]([CH2:23][CH2:24][CH3:25])[N:10]=1)C1C=CC=CC=1.C1COCC1.[H][H], predict the reaction product. The product is: [OH:8][C:9]1[C:14]([C:15]([O:17][CH3:18])=[O:16])=[CH:13][C:12]([C:19]([O:21][CH3:22])=[O:20])=[C:11]([CH2:23][CH2:24][CH3:25])[N:10]=1. (3) The product is: [OH:33][C:34]1[CH:35]=[CH:36][C:37]([C:12]2[N:17]=[C:16]3[N:18]([C:22]4[CH:23]=[C:24]5[C:28](=[CH:29][CH:30]=4)[N:27]([CH3:31])[CH:26]=[CH:25]5)[C:19](=[O:21])[NH:20][C:15]3=[N:14][CH:13]=2)=[CH:38][CH:39]=1. Given the reactants N1C2C(=CC(N)=CC=2)C=C1.Br[C:12]1[N:17]=[C:16]2[N:18]([C:22]3[CH:23]=[C:24]4[C:28](=[CH:29][CH:30]=3)[N:27]([CH3:31])[CH:26]=[CH:25]4)[C:19](=[O:21])[NH:20][C:15]2=[N:14][CH:13]=1.C[O:33][C:34]1[CH:35]=[C:36](C2C=C3C(C4C=C5C(=CC=4)NC=C5)=CNC3=NC=2)[CH:37]=[CH:38][C:39]=1OC.OC1C=CC(B(O)O)=CC=1.COC1C=C(B(O)O)C=C(OC)C=1OC.BrC1N=C2N(C3C=C4C(=CC=3)NC=C4)C(=O)NC2=NC=1, predict the reaction product. (4) The product is: [O:1]1[C:8]2[CH:7]=[C:6]([C:9]([O:11][CH:13]([CH3:14])[CH3:12])=[O:10])[NH:5][C:4]=2[CH:3]=[CH:2]1. Given the reactants [O:1]1[C:8]2[CH:7]=[C:6]([C:9]([OH:11])=[O:10])[NH:5][C:4]=2[CH:3]=[CH:2]1.[CH3:12][CH:13](O)[CH3:14], predict the reaction product.